This data is from Reaction yield outcomes from USPTO patents with 853,638 reactions. The task is: Predict the reaction yield, written as a fraction of the theoretical maximum amount of product (1.0 means a 100% yield; for example, 0.34 means a 34% yield). (1) The reactants are [CH3:1][C:2]([C:5]([NH2:7])=[NH:6])([CH3:4])[CH3:3].Cl.[O-]CC.[Na+].C([O:15][CH:16]=[C:17]([C:23](OCC)=O)[C:18]([O:20][CH2:21][CH3:22])=[O:19])C. The catalyst is C(O)C. The product is [C:2]([C:5]1[N:7]=[C:16]([OH:15])[C:17]([C:18]([O:20][CH2:21][CH3:22])=[O:19])=[CH:23][N:6]=1)([CH3:4])([CH3:3])[CH3:1]. The yield is 0.360. (2) The reactants are [H-].[Na+].[CH2:3]([O:5][C:6]([C:8]1[NH:9][C:10]2[C:15]([CH:16]=1)=[CH:14][CH:13]=[C:12]([C:17]([F:20])([F:19])[F:18])[CH:11]=2)=[O:7])[CH3:4].[C:21]([O:25][C:26]([N:28]1[CH2:32][C@H:31]([CH3:33])OS1(=O)=O)=[O:27])([CH3:24])([CH3:23])[CH3:22]. The catalyst is CN(C)C=O. The product is [CH2:3]([O:5][C:6]([C:8]1[N:9]([C@H:31]([CH3:33])[CH2:32][NH:28][C:26]([O:25][C:21]([CH3:24])([CH3:23])[CH3:22])=[O:27])[C:10]2[C:15]([CH:16]=1)=[CH:14][CH:13]=[C:12]([C:17]([F:20])([F:18])[F:19])[CH:11]=2)=[O:7])[CH3:4]. The yield is 0.880. (3) The reactants are [C:1]([C:3]1[C:4]([CH:14]2[CH2:17][CH2:16][CH2:15]2)=[CH:5][C:6]([CH3:13])=[C:7]([CH:12]=1)[C:8]([O:10][CH3:11])=[O:9])#[N:2].P(OCC)(OCC)([S-])=[S:19]. The catalyst is O. The product is [C:1]([C:3]1[C:4]([CH:14]2[CH2:15][CH2:16][CH2:17]2)=[CH:5][C:6]([CH3:13])=[C:7]([CH:12]=1)[C:8]([O:10][CH3:11])=[O:9])(=[S:19])[NH2:2]. The yield is 0.780. (4) The reactants are [Cl:1][C:2]1[CH:7]=[CH:6][C:5]([C@H:8]([C:22]([N:24]2[CH2:29][CH2:28][N:27]([C:30]3[C:31]4[C@H:38]([CH3:39])[CH2:37][C@@H:36]([F:40])[C:32]=4[N:33]=[CH:34][N:35]=3)[CH2:26][CH2:25]2)=[O:23])[CH2:9][N:10]([CH2:18][CH:19]2[CH2:21][CH2:20]2)C(=O)OC(C)(C)C)=[CH:4][CH:3]=1.[ClH:41]. The catalyst is O1CCOCC1. The product is [ClH:1].[ClH:41].[Cl:1][C:2]1[CH:7]=[CH:6][C:5]([C@@H:8]([CH2:9][NH:10][CH2:18][CH:19]2[CH2:21][CH2:20]2)[C:22]([N:24]2[CH2:25][CH2:26][N:27]([C:30]3[C:31]4[C@H:38]([CH3:39])[CH2:37][C@@H:36]([F:40])[C:32]=4[N:33]=[CH:34][N:35]=3)[CH2:28][CH2:29]2)=[O:23])=[CH:4][CH:3]=1. The yield is 0.880. (5) The reactants are [Br:1][C:2]1[CH:11]=[C:10]2[C:5]([C:6]3[CH:16]=[CH:15][C:14]([Br:17])=[CH:13][C:7]=3[C:8](=O)[O:9]2)=[CH:4][CH:3]=1.[Li+].[BH4-]. The catalyst is C1COCC1. The product is [Br:1][C:2]1[CH:11]=[C:10]2[C:5]([C:6]3[CH:16]=[CH:15][C:14]([Br:17])=[CH:13][C:7]=3[CH2:8][O:9]2)=[CH:4][CH:3]=1. The yield is 0.860. (6) The reactants are Cl[C:2]1[CH:3]=[C:4]([NH:12][C:13]2[N:14]=[CH:15][C:16]3[CH2:17][C:18](=[O:32])[NH:19][C:20]4[CH:27]=[C:26]([C:28]([F:31])([F:30])[F:29])[CH:25]=[CH:24][C:21]=4[C:22]=3[N:23]=2)[C:5]([C:8]([F:11])([F:10])[F:9])=[N:6][CH:7]=1.[CH2:33]([N:36]([CH3:38])[CH3:37])[C:34]#[CH:35].C(=O)([O-])[O-].[Cs+].[Cs+].CC(C1C=C(C(C)C)C(C2C=CC=CC=2P(C2CCCCC2)C2CCCCC2)=C(C(C)C)C=1)C. The catalyst is CN(C=O)C.CC#N.CC#N.Cl[Pd]Cl. The product is [CH3:37][N:36]([CH3:38])[CH2:33][C:34]#[C:35][C:2]1[CH:3]=[C:4]([NH:12][C:13]2[N:14]=[CH:15][C:16]3[CH2:17][C:18](=[O:32])[NH:19][C:20]4[CH:27]=[C:26]([C:28]([F:31])([F:29])[F:30])[CH:25]=[CH:24][C:21]=4[C:22]=3[N:23]=2)[C:5]([C:8]([F:11])([F:9])[F:10])=[N:6][CH:7]=1. The yield is 0.660. (7) The reactants are [NH:1]1[C:9]2[C:4](=[CH:5][CH:6]=[CH:7][CH:8]=2)[CH:3]=[C:2]1[C:10]([C:12]1[C:13]2[CH:28]=[CH:27][S:26][C:14]=2[N:15]([CH2:18][CH2:19][N:20]2[CH2:25][CH2:24][O:23][CH2:22][CH2:21]2)[C:16]=1[CH3:17])=[O:11].CN(C=O)C.[H-].[Na+].I[CH2:37][CH2:38][CH3:39]. The catalyst is CCOC(C)=O.CCOCC. The product is [CH3:17][C:16]1[N:15]([CH2:18][CH2:19][N:20]2[CH2:25][CH2:24][O:23][CH2:22][CH2:21]2)[C:14]2[S:26][CH:27]=[CH:28][C:13]=2[C:12]=1[C:10]([C:2]1[N:1]([CH2:37][CH2:38][CH3:39])[C:9]2[C:4]([CH:3]=1)=[CH:5][CH:6]=[CH:7][CH:8]=2)=[O:11]. The yield is 0.143.